Dataset: Forward reaction prediction with 1.9M reactions from USPTO patents (1976-2016). Task: Predict the product of the given reaction. (1) The product is: [Cl:32][C:6]1[CH:5]=[N+:4]([O-:33])[CH:3]=[C:2]([Cl:1])[C:7]=1[CH2:8][C@H:9]([O:20][C:21](=[O:31])[CH2:22][C:23]1[S:24][C:25]([CH2:28][CH:29]=[O:30])=[CH:26][CH:27]=1)[C:10]1[CH:15]=[CH:14][C:13]([O:16][CH3:17])=[C:12]([O:18][CH3:19])[CH:11]=1. Given the reactants [Cl:1][C:2]1[CH:3]=[N+:4]([O-:33])[CH:5]=[C:6]([Cl:32])[C:7]=1[CH2:8][C@H:9]([O:20][C:21](=[O:31])[CH2:22][C:23]1[S:24][C:25]([CH2:28][CH2:29][OH:30])=[CH:26][CH:27]=1)[C:10]1[CH:15]=[CH:14][C:13]([O:16][CH3:17])=[C:12]([O:18][CH3:19])[CH:11]=1.CC(OI1(OC(C)=O)(OC(C)=O)OC(=O)C2C=CC=CC1=2)=O, predict the reaction product. (2) Given the reactants [CH3:1][C:2]1[C:7](=[O:8])[NH:6][C:5](=[O:9])[N:4]2[CH:10]=[C:11]([C:13]([OH:15])=O)[S:12][C:3]=12.[F:16][C:17]1[CH:24]=[CH:23][C:20]([CH2:21][NH2:22])=[CH:19][CH:18]=1, predict the reaction product. The product is: [F:16][C:17]1[CH:24]=[CH:23][C:20]([CH2:21][NH:22][C:13]([C:11]2[S:12][C:3]3[N:4]([C:5](=[O:9])[NH:6][C:7](=[O:8])[C:2]=3[CH3:1])[CH:10]=2)=[O:15])=[CH:19][CH:18]=1. (3) Given the reactants [Br:1][C:2]1[CH:3]=[C:4]([CH2:20][OH:21])[CH:5]=[CH:6][C:7]=1[NH:8][CH2:9][CH2:10][CH2:11][CH2:12][CH2:13][C:14]1[CH:19]=[CH:18][CH:17]=[CH:16][CH:15]=1.C1C=C[NH+]=CC=1.[O-][Cr](Cl)(=O)=O, predict the reaction product. The product is: [Br:1][C:2]1[CH:3]=[C:4]([CH:5]=[CH:6][C:7]=1[NH:8][CH2:9][CH2:10][CH2:11][CH2:12][CH2:13][C:14]1[CH:15]=[CH:16][CH:17]=[CH:18][CH:19]=1)[CH:20]=[O:21]. (4) Given the reactants [C:1]([O:5][C:6]([N:8]1[CH2:13][CH2:12][CH:11]([N:14]2[CH:18]=[C:17]([C:19]3[CH:20]=[N:21][C:22]([NH2:34])=[C:23](B4OC(C)(C)C(C)(C)O4)[CH:24]=3)[CH:16]=[N:15]2)[CH2:10][CH2:9]1)=[O:7])([CH3:4])([CH3:3])[CH3:2].[Cl:35][C:36]1[CH:37]=[CH:38][CH:39]=[C:40]2[C:45]=1[CH:44]=[N:43][C:42](OS(C(F)(F)F)(=O)=O)=[CH:41]2.C([O-])([O-])=O.[Cs+].[Cs+].O, predict the reaction product. The product is: [C:1]([O:5][C:6]([N:8]1[CH2:13][CH2:12][CH:11]([N:14]2[CH:18]=[C:17]([C:19]3[CH:20]=[N:21][C:22]([NH2:34])=[C:23]([C:42]4[N:43]=[CH:44][C:45]5[C:40]([CH:41]=4)=[CH:39][CH:38]=[CH:37][C:36]=5[Cl:35])[CH:24]=3)[CH:16]=[N:15]2)[CH2:10][CH2:9]1)=[O:7])([CH3:4])([CH3:2])[CH3:3]. (5) Given the reactants [CH:1]1[CH:6]=[CH:5][C:4](/[CH:7]=[CH:8]/[CH2:9][C@H:10]([NH2:14])[C:11]([OH:13])=[O:12])=[CH:3][CH:2]=1, predict the reaction product. The product is: [NH2:14][C@@H:10]([CH2:9][CH2:8][CH2:7][C:4]1[CH:3]=[CH:2][CH:1]=[CH:6][CH:5]=1)[C:11]([OH:13])=[O:12]. (6) Given the reactants Br[CH2:2][CH2:3][CH2:4][C:5]1[CH:10]=[CH:9][CH:8]=[CH:7][CH:6]=1.C([O-])([O-])=O.[K+].[K+].[C:17]([O:21][C:22](=[O:47])[CH2:23][N:24]1[C:28]2[CH:29]=[CH:30][C:31]([NH:33][S:34]([C:37]3[CH:42]=[CH:41][C:40]([F:43])=[CH:39][CH:38]=3)(=[O:36])=[O:35])=[CH:32][C:27]=2[N:26]=[C:25]1[CH2:44][CH2:45][CH3:46])([CH3:20])([CH3:19])[CH3:18], predict the reaction product. The product is: [C:17]([O:21][C:22](=[O:47])[CH2:23][N:24]1[C:28]2[CH:29]=[CH:30][C:31]([N:33]([S:34]([C:37]3[CH:38]=[CH:39][C:40]([F:43])=[CH:41][CH:42]=3)(=[O:35])=[O:36])[CH2:2][CH2:3][CH2:4][C:5]3[CH:10]=[CH:9][CH:8]=[CH:7][CH:6]=3)=[CH:32][C:27]=2[N:26]=[C:25]1[CH2:44][CH2:45][CH3:46])([CH3:20])([CH3:19])[CH3:18]. (7) Given the reactants [O:1]1[CH2:6][CH2:5][CH2:4][CH2:3][CH:2]1[N:7]1[C:15]2[C:10](=[CH:11][C:12]([C:16]3[CH:21]=[CH:20][CH:19]=[CH:18][C:17]=3[C:22]#[C:23][Si](C)(C)C)=[CH:13][CH:14]=2)[C:9]([C:28]2[N:33]=[C:32]([O:34][C@H:35]3[CH2:42][N:41]([C:43]([O:45][C:46]([CH3:49])([CH3:48])[CH3:47])=[O:44])[CH2:40][CH2:39][C:36]43[CH2:38][CH2:37]4)[CH:31]=[N:30][CH:29]=2)=[N:8]1.C(=O)([O-])[O-].[K+].[K+], predict the reaction product. The product is: [C:22]([C:17]1[CH:18]=[CH:19][CH:20]=[CH:21][C:16]=1[C:12]1[CH:11]=[C:10]2[C:15](=[CH:14][CH:13]=1)[N:7]([CH:2]1[CH2:3][CH2:4][CH2:5][CH2:6][O:1]1)[N:8]=[C:9]2[C:28]1[N:33]=[C:32]([O:34][C@H:35]2[CH2:42][N:41]([C:43]([O:45][C:46]([CH3:49])([CH3:48])[CH3:47])=[O:44])[CH2:40][CH2:39][C:36]32[CH2:38][CH2:37]3)[CH:31]=[N:30][CH:29]=1)#[CH:23].